Predict which catalyst facilitates the given reaction. From a dataset of Catalyst prediction with 721,799 reactions and 888 catalyst types from USPTO. (1) Reactant: [CH2:1]([O:8][C:9]1[C:18]2[C:13](=[CH:14][CH:15]=[CH:16][CH:17]=2)[N:12]=[C:11]([CH2:19][S:20][CH2:21][CH2:22][CH2:23][CH2:24][CH2:25][CH2:26][CH3:27])[C:10]=1[CH3:28])[C:2]1[CH:7]=[CH:6][CH:5]=[CH:4][CH:3]=1.ClC1C=CC=C(C(OO)=[O:37])C=1.[OH-].[Na+]. The catalyst class is: 4. Product: [CH2:1]([O:8][C:9]1[C:18]2[C:13](=[CH:14][CH:15]=[CH:16][CH:17]=2)[N:12]=[C:11]([CH2:19][S:20]([CH2:21][CH2:22][CH2:23][CH2:24][CH2:25][CH2:26][CH3:27])=[O:37])[C:10]=1[CH3:28])[C:2]1[CH:3]=[CH:4][CH:5]=[CH:6][CH:7]=1. (2) Reactant: [CH2:1]([O:3][C:4]([C:6]1([CH2:19][C:20]2[CH:25]=[CH:24][CH:23]=[CH:22][C:21]=2[N+:26]([O-])=O)[CH2:11][CH2:10][N:9]([C:12]([O:14][C:15]([CH3:18])([CH3:17])[CH3:16])=[O:13])[CH2:8][CH2:7]1)=[O:5])[CH3:2]. Product: [CH2:1]([O:3][C:4]([C:6]1([CH2:19][C:20]2[CH:25]=[CH:24][CH:23]=[CH:22][C:21]=2[NH2:26])[CH2:11][CH2:10][N:9]([C:12]([O:14][C:15]([CH3:18])([CH3:16])[CH3:17])=[O:13])[CH2:8][CH2:7]1)=[O:5])[CH3:2]. The catalyst class is: 63.